Regression. Given a peptide amino acid sequence and an MHC pseudo amino acid sequence, predict their binding affinity value. This is MHC class I binding data. From a dataset of Peptide-MHC class I binding affinity with 185,985 pairs from IEDB/IMGT. (1) The peptide sequence is FTMRLLSPV. The MHC is H-2-Kb with pseudo-sequence H-2-Kb. The binding affinity (normalized) is 0.395. (2) The peptide sequence is TVLDVGDAY. The MHC is HLA-A68:02 with pseudo-sequence HLA-A68:02. The binding affinity (normalized) is 0.0168. (3) The peptide sequence is ETMKPAAMV. The binding affinity (normalized) is 0.559. The MHC is HLA-A02:19 with pseudo-sequence HLA-A02:19.